This data is from Forward reaction prediction with 1.9M reactions from USPTO patents (1976-2016). The task is: Predict the product of the given reaction. (1) Given the reactants [Si:1]([O:8][CH2:9][C:10]1([NH:25][C:26](=[O:32])[O:27][C:28]([CH3:31])([CH3:30])[CH3:29])[CH2:15][CH2:14][N:13]([C:16]2[C:17]([N+:22]([O-])=O)=[N:18][CH:19]=[CH:20][CH:21]=2)[CH2:12][CH2:11]1)([C:4]([CH3:7])([CH3:6])[CH3:5])([CH3:3])[CH3:2].[H][H], predict the reaction product. The product is: [NH2:22][C:17]1[C:16]([N:13]2[CH2:12][CH2:11][C:10]([NH:25][C:26](=[O:32])[O:27][C:28]([CH3:31])([CH3:30])[CH3:29])([CH2:9][O:8][Si:1]([C:4]([CH3:7])([CH3:6])[CH3:5])([CH3:3])[CH3:2])[CH2:15][CH2:14]2)=[CH:21][CH:20]=[CH:19][N:18]=1. (2) Given the reactants [CH3:1][C:2]1[N:11]=[C:10]([NH:12][C:13]2[C:18]([O:19][CH3:20])=[CH:17][C:16]([O:21][CH3:22])=[CH:15][C:14]=2[O:23][CH3:24])[C:9]2[C:4](=[CH:5][CH:6]=[CH:7][CH:8]=2)[N:3]=1.[CH3:25]I, predict the reaction product. The product is: [CH3:1][C:2]1[N:11]=[C:10]([N:12]([C:13]2[C:18]([O:19][CH3:20])=[CH:17][C:16]([O:21][CH3:22])=[CH:15][C:14]=2[O:23][CH3:24])[CH3:25])[C:9]2[C:4](=[CH:5][CH:6]=[CH:7][CH:8]=2)[N:3]=1. (3) Given the reactants [Br:1][C:2]1[CH:3]=[CH:4][C:5]([F:13])=[C:6]([CH:8]=[CH:9][C:10](Cl)=[O:11])[CH:7]=1.Cl.[CH3:15][NH:16][O:17][CH3:18].N1C=CC=CC=1, predict the reaction product. The product is: [Br:1][C:2]1[CH:3]=[CH:4][C:5]([F:13])=[C:6]([CH:8]=[CH:9][C:10]([N:16]([O:17][CH3:18])[CH3:15])=[O:11])[CH:7]=1. (4) Given the reactants [Cl:1][C:2]1[CH:11]=[CH:10][CH:9]=[C:8]2[C:3]=1[C:4](=[O:30])[N:5]([C:23]1[CH:28]=[CH:27][CH:26]=[CH:25][C:24]=1[CH3:29])[C:6]([C@@H:12]([NH:15]C(=O)OC(C)(C)C)[CH2:13][CH3:14])=[N:7]2.Cl, predict the reaction product. The product is: [NH2:15][C@H:12]([C:6]1[N:5]([C:23]2[CH:28]=[CH:27][CH:26]=[CH:25][C:24]=2[CH3:29])[C:4](=[O:30])[C:3]2[C:8](=[CH:9][CH:10]=[CH:11][C:2]=2[Cl:1])[N:7]=1)[CH2:13][CH3:14]. (5) Given the reactants [Cl:1][C:2]1[C:9]([Cl:10])=[CH:8][CH:7]=[CH:6][C:3]=1[CH:4]=O.[NH:11]1[CH2:15][CH2:14][CH2:13][CH2:12]1.[OH-].[Na+], predict the reaction product. The product is: [Cl:1][C:2]1[C:9]([Cl:10])=[CH:8][CH:7]=[CH:6][C:3]=1[CH2:4][N:11]1[CH2:15][CH2:14][CH2:13][CH2:12]1. (6) Given the reactants CS[C:3]1[C:11]2[C:6](=[CH:7][CH:8]=[C:9]([C:12]3[CH:13]=[C:14]([NH:18][C@H:19]([C:22]4[CH:27]=[CH:26][CH:25]=[CH:24][CH:23]=4)[CH2:20][OH:21])[CH:15]=[N:16][CH:17]=3)[CH:10]=2)[NH:5][N:4]=1.O[O:29][S:30]([O-:32])=O.[K+].[CH3:34]N(C=O)C, predict the reaction product. The product is: [CH3:34][S:30]([C:3]1[C:11]2[C:6](=[CH:7][CH:8]=[C:9]([C:12]3[CH:13]=[C:14]([NH:18][C@H:19]([C:22]4[CH:27]=[CH:26][CH:25]=[CH:24][CH:23]=4)[CH2:20][OH:21])[CH:15]=[N:16][CH:17]=3)[CH:10]=2)[NH:5][N:4]=1)(=[O:32])=[O:29].